From a dataset of Peptide-MHC class I binding affinity with 185,985 pairs from IEDB/IMGT. Regression. Given a peptide amino acid sequence and an MHC pseudo amino acid sequence, predict their binding affinity value. This is MHC class I binding data. (1) The peptide sequence is RALIKTLPRASYSSH. The MHC is HLA-A23:01 with pseudo-sequence HLA-A23:01. The binding affinity (normalized) is 0.00638. (2) The peptide sequence is LYDVVSKLPLA. The MHC is Patr-A0901 with pseudo-sequence Patr-A0901. The binding affinity (normalized) is 0.280.